This data is from Catalyst prediction with 721,799 reactions and 888 catalyst types from USPTO. The task is: Predict which catalyst facilitates the given reaction. (1) Reactant: Cl.Cl.[CH:3]([C@:6]1([C:12]([N:14]2[CH2:19][CH2:18][N:17]([C:20]3[CH:25]=[CH:24][CH:23]=[C:22]([C:26]([F:29])([F:28])[F:27])[N:21]=3)[CH2:16][CH2:15]2)=[O:13])[CH2:10][CH2:9][C@@H:8]([NH2:11])[CH2:7]1)([CH3:5])[CH3:4].[CH3:30][O:31][CH:32]1[C:37](=O)[CH2:36][CH2:35][O:34][CH2:33]1.C(N(CC)CC)C.C(O[BH-](OC(=O)C)OC(=O)C)(=O)C.[Na+]. Product: [CH:3]([C@:6]1([C:12]([N:14]2[CH2:19][CH2:18][N:17]([C:20]3[CH:25]=[CH:24][CH:23]=[C:22]([C:26]([F:29])([F:27])[F:28])[N:21]=3)[CH2:16][CH2:15]2)=[O:13])[CH2:10][CH2:9][C@@H:8]([NH:11][CH:37]2[CH2:36][CH2:35][O:34][CH2:33][CH:32]2[O:31][CH3:30])[CH2:7]1)([CH3:5])[CH3:4]. The catalyst class is: 2. (2) Reactant: [CH3:1][N:2]1[CH2:7][CH2:6][N:5]([C:8]2[CH:13]=[CH:12][C:11]([NH:14][CH:15]=[C:16]([C:22]([O:24][CH2:25][CH3:26])=[O:23])[C:17]([O:19]CC)=O)=[CH:10][CH:9]=2)[CH2:4][CH2:3]1.CCCCCC. Product: [OH:19][C:17]1[C:12]2[C:11](=[CH:10][CH:9]=[C:8]([N:5]3[CH2:6][CH2:7][N:2]([CH3:1])[CH2:3][CH2:4]3)[CH:13]=2)[N:14]=[CH:15][C:16]=1[C:22]([O:24][CH2:25][CH3:26])=[O:23]. The catalyst class is: 400. (3) Reactant: [C:1]([C:3]1[CH:4]=[C:5]([C:13]([N:15]([CH2:17][CH:18]([C:28]2[CH:33]=[CH:32][C:31]([F:34])=[CH:30][C:29]=2[CH3:35])[CH2:19][CH2:20][O:21]C2CCCCO2)[CH3:16])=[O:14])[C:6]2[CH2:7][CH2:8][CH2:9][CH2:10][C:11]=2[CH:12]=1)#[N:2].C1(C)C=CC(S(O)(=O)=O)=CC=1.C([O-])(O)=O.[Na+].C(Cl)Cl. Product: [C:1]([C:3]1[CH:4]=[C:5]([C:13]([N:15]([CH2:17][CH:18]([C:28]2[CH:33]=[CH:32][C:31]([F:34])=[CH:30][C:29]=2[CH3:35])[CH2:19][CH2:20][OH:21])[CH3:16])=[O:14])[C:6]2[CH2:7][CH2:8][CH2:9][CH2:10][C:11]=2[CH:12]=1)#[N:2]. The catalyst class is: 5. (4) Reactant: [O:1]1[CH2:5]CC[CH2:2]1.[Br:6][C:7]1[C:11]([C:12]([O:14][CH2:15][CH3:16])=[O:13])=[C:10]([Br:17])[NH:9][N:8]=1.C(N(CC)C(C)C)(C)C.COCCl. Product: [Br:17][C:10]1[C:11]([C:12]([O:14][CH2:15][CH3:16])=[O:13])=[C:7]([Br:6])[N:8]([CH2:2][O:1][CH3:5])[N:9]=1. The catalyst class is: 6. (5) Reactant: C(O)(C(F)(F)F)=O.[C:8]([C:10]1([C:25]2[CH:30]=[CH:29][CH:28]=[CH:27][CH:26]=2)[C:12]2([CH2:17][CH2:16][N:15](C(OC(C)(C)C)=O)[CH2:14][CH2:13]2)[CH2:11]1)#[N:9]. Product: [C:25]1([C:10]2([C:8]#[N:9])[C:12]3([CH2:17][CH2:16][NH:15][CH2:14][CH2:13]3)[CH2:11]2)[CH:26]=[CH:27][CH:28]=[CH:29][CH:30]=1. The catalyst class is: 2. (6) Reactant: [C:1]([O:9][CH3:10])(=[O:8])/[CH:2]=[CH:3]/[C:4]([O:6][CH3:7])=[O:5].[C:11]([OH:24])(=[O:23])[C:12]1([CH2:22][CH2:21][CH:17]([C:18]([OH:20])=[O:19])[C:14]1([CH3:16])[CH3:15])[CH3:13].CCCCCCC. Product: [C:1]([O:9][CH3:10])(=[O:8])/[CH:2]=[CH:3]/[C:4]([O:6][CH3:7])=[O:5].[C:11]([OH:24])(=[O:23])[C:12]1([CH2:22][CH2:21][CH:17]([C:18]([OH:20])=[O:19])[C:14]1([CH3:16])[CH3:15])[CH3:13].[C:1]([O:9][CH3:10])(=[O:8])/[CH:2]=[CH:3]/[C:4]([O:6][CH3:7])=[O:5].[C:11]([OH:24])(=[O:23])[C:12]1([CH2:22][CH2:21][CH:17]([C:18]([OH:20])=[O:19])[C:14]1([CH3:16])[CH3:15])[CH3:13]. The catalyst class is: 13. (7) Reactant: [NH2:1][CH2:2][C:3]1[CH:4]=[C:5]([N:9]2[C:13]([C:14]([NH:16][CH2:17][C:18]3[CH:23]=[CH:22][CH:21]=[CH:20][C:19]=3[O:24][CH3:25])=[O:15])=[CH:12][C:11]([C:26]([F:29])([F:28])[F:27])=[N:10]2)[CH:6]=[CH:7][CH:8]=1.[CH3:30][N:31]([CH2:39][CH:40]=O)[C:32](=[O:38])[O:33][C:34]([CH3:37])([CH3:36])[CH3:35].C(O)(=O)C.C([BH3-])#N.[Na+]. Product: [CH3:25][O:24][C:19]1[CH:20]=[CH:21][CH:22]=[CH:23][C:18]=1[CH2:17][NH:16][C:14]([C:13]1[N:9]([C:5]2[CH:4]=[C:3]([CH:8]=[CH:7][CH:6]=2)[CH2:2][NH:1][CH2:40][CH2:39][N:31]([CH3:30])[C:32](=[O:38])[O:33][C:34]([CH3:36])([CH3:35])[CH3:37])[N:10]=[C:11]([C:26]([F:28])([F:29])[F:27])[CH:12]=1)=[O:15]. The catalyst class is: 5.